Dataset: Catalyst prediction with 721,799 reactions and 888 catalyst types from USPTO. Task: Predict which catalyst facilitates the given reaction. (1) Product: [N+:14]([C:17]1[CH:24]=[CH:23][C:20]([CH2:21][NH:4][CH2:3][CH2:1][OH:2])=[CH:19][CH:18]=1)([O-:16])=[O:15]. The catalyst class is: 2. Reactant: [CH2:1]([CH2:3][NH2:4])[OH:2].CCN(C(C)C)C(C)C.[N+:14]([C:17]1[CH:24]=[CH:23][C:20]([CH2:21]Br)=[CH:19][CH:18]=1)([O-:16])=[O:15]. (2) Reactant: C([O:8][C@@H:9]([C:12]1[O:13][C:14]2[C:19]([C:20](=[O:29])[C:21]=1[C:22]1[CH:27]=[CH:26][CH:25]=[C:24]([F:28])[CH:23]=1)=[CH:18][CH:17]=[CH:16][CH:15]=2)[CH2:10][CH3:11])C1C=CC=CC=1.[Cl-].[Al+3].[Cl-].[Cl-]. Product: [F:28][C:24]1[CH:23]=[C:22]([C:21]2[C:20](=[O:29])[C:19]3[C:14](=[CH:15][CH:16]=[CH:17][CH:18]=3)[O:13][C:12]=2[C@H:9]([OH:8])[CH2:10][CH3:11])[CH:27]=[CH:26][CH:25]=1. The catalyst class is: 4. (3) Reactant: [C:1]([C:3]([C:15]#[N:16])=[CH:4][C:5]1[CH:10]=[CH:9][C:8]([NH:11][C:12](=[O:14])[CH3:13])=[CH:7][CH:6]=1)#[N:2].[C:17](#[N:21])[CH2:18][C:19]#[N:20].[C:22]1([SH:28])[CH:27]=[CH:26][CH:25]=[CH:24][CH:23]=1.C(N(CC)CC)C. Product: [NH2:20][C:19]1[C:18]([C:17]#[N:21])=[C:4]([C:5]2[CH:10]=[CH:9][C:8]([NH:11][C:12](=[O:14])[CH3:13])=[CH:7][CH:6]=2)[C:3]([C:15]#[N:16])=[C:1]([S:28][C:22]2[CH:27]=[CH:26][CH:25]=[CH:24][CH:23]=2)[N:2]=1. The catalyst class is: 8. (4) Reactant: C(=O)([O-])[O-].[Cs+].[Cs+].[N+]([C:10]1[CH:17]=[CH:16][CH:15]=[C:12]([C:13]#[N:14])[C:11]=1[C:18]#[N:19])([O-])=O.[C:20]1([C:26]2[CH:31]=[CH:30][CH:29]=[C:28]([C:32]3[CH:37]=[CH:36][CH:35]=[CH:34][CH:33]=3)[C:27]=2[OH:38])[CH:25]=[CH:24][CH:23]=[CH:22][CH:21]=1. Product: [C:32]1([C:28]2[CH:29]=[CH:30][CH:31]=[C:26]([C:20]3[CH:25]=[CH:24][CH:23]=[CH:22][CH:21]=3)[C:27]=2[O:38][C:10]2[CH:17]=[CH:16][CH:15]=[C:12]([C:13]#[N:14])[C:11]=2[C:18]#[N:19])[CH:33]=[CH:34][CH:35]=[CH:36][CH:37]=1. The catalyst class is: 60. (5) Reactant: C([O:3][C:4](=[O:25])[CH2:5][CH2:6][CH:7]1[CH2:12][CH2:11][CH2:10][CH2:9][N:8]1[S:13]([C:16]1[CH:21]=[C:20]([CH3:22])[C:19]([Cl:23])=[CH:18][C:17]=1[CH3:24])(=[O:15])=[O:14])C.[OH-].[Li+]. Product: [Cl:23][C:19]1[C:20]([CH3:22])=[CH:21][C:16]([S:13]([N:8]2[CH2:9][CH2:10][CH2:11][CH2:12][CH:7]2[CH2:6][CH2:5][C:4]([OH:25])=[O:3])(=[O:14])=[O:15])=[C:17]([CH3:24])[CH:18]=1. The catalyst class is: 24. (6) Reactant: C(N(CC)C(C)C)(C)C.[CH2:10]([N:12]1[C:24]2[CH2:23][CH2:22][CH:21]([CH:25]3[CH2:30][CH2:29][O:28][CH2:27][CH2:26]3)[CH2:20][C:19]=2[C:18]2[C:13]1=[CH:14][CH:15]=[C:16]([C:31]([N:33]([CH2:35][CH2:36][CH2:37][C:38](O)=[O:39])[CH3:34])=[O:32])[CH:17]=2)[CH3:11].[F:41][C:42]([F:46])([F:45])[CH2:43][NH2:44].CN(C(ON1N=NC2C=CC=NC1=2)=[N+](C)C)C.F[P-](F)(F)(F)(F)F. Product: [CH2:10]([N:12]1[C:24]2[CH2:23][CH2:22][CH:21]([CH:25]3[CH2:30][CH2:29][O:28][CH2:27][CH2:26]3)[CH2:20][C:19]=2[C:18]2[C:13]1=[CH:14][CH:15]=[C:16]([C:31]([N:33]([CH3:34])[CH2:35][CH2:36][CH2:37][C:38](=[O:39])[NH:44][CH2:43][C:42]([F:46])([F:45])[F:41])=[O:32])[CH:17]=2)[CH3:11]. The catalyst class is: 3.